This data is from NCI-60 drug combinations with 297,098 pairs across 59 cell lines. The task is: Regression. Given two drug SMILES strings and cell line genomic features, predict the synergy score measuring deviation from expected non-interaction effect. Drug 1: CC1C(C(CC(O1)OC2CC(CC3=C2C(=C4C(=C3O)C(=O)C5=C(C4=O)C(=CC=C5)OC)O)(C(=O)C)O)N)O.Cl. Drug 2: CC1=C(C=C(C=C1)C(=O)NC2=CC(=CC(=C2)C(F)(F)F)N3C=C(N=C3)C)NC4=NC=CC(=N4)C5=CN=CC=C5. Cell line: COLO 205. Synergy scores: CSS=38.8, Synergy_ZIP=5.13, Synergy_Bliss=8.31, Synergy_Loewe=-4.80, Synergy_HSA=3.91.